This data is from Reaction yield outcomes from USPTO patents with 853,638 reactions. The task is: Predict the reaction yield, written as a fraction of the theoretical maximum amount of product (1.0 means a 100% yield; for example, 0.34 means a 34% yield). The reactants are COC1C=C(C=CC=1OC)C[NH:7][C:8]1[N:29]=[CH:28][C:11]2[C:12]3[N:16]([CH2:17][CH2:18][O:19][C:10]=2[CH:9]=1)[CH:15]=[C:14]([C:20]1[N:21]([CH:25]([CH3:27])[CH3:26])[N:22]=[CH:23][N:24]=1)[N:13]=3.C(O)(C(F)(F)F)=O. No catalyst specified. The product is [CH:25]([N:21]1[C:20]([C:14]2[N:13]=[C:12]3[C:11]4[CH:28]=[N:29][C:8]([NH2:7])=[CH:9][C:10]=4[O:19][CH2:18][CH2:17][N:16]3[CH:15]=2)=[N:24][CH:23]=[N:22]1)([CH3:27])[CH3:26]. The yield is 0.550.